Dataset: Peptide-MHC class I binding affinity with 185,985 pairs from IEDB/IMGT. Task: Regression. Given a peptide amino acid sequence and an MHC pseudo amino acid sequence, predict their binding affinity value. This is MHC class I binding data. (1) The peptide sequence is LARNLGLVDI. The MHC is HLA-A02:01 with pseudo-sequence HLA-A02:01. The binding affinity (normalized) is 0. (2) The peptide sequence is AMLAAIRRV. The binding affinity (normalized) is 0.617. The MHC is HLA-A02:01 with pseudo-sequence HLA-A02:01. (3) The peptide sequence is DLYDMIHNV. The MHC is HLA-A02:01 with pseudo-sequence HLA-A02:01. The binding affinity (normalized) is 0.744. (4) The peptide sequence is MVGLFSNNPH. The MHC is HLA-A11:01 with pseudo-sequence HLA-A11:01. The binding affinity (normalized) is 0.196. (5) The peptide sequence is WFSSGLWPF. The MHC is HLA-A30:01 with pseudo-sequence HLA-A30:01. The binding affinity (normalized) is 0.0847. (6) The peptide sequence is ERLERWHSL. The MHC is Mamu-A07 with pseudo-sequence Mamu-A07. The binding affinity (normalized) is 0.0504. (7) The MHC is HLA-C04:01 with pseudo-sequence HLA-C04:01. The peptide sequence is YFDPANGKF. The binding affinity (normalized) is 0.878.